This data is from Reaction yield outcomes from USPTO patents with 853,638 reactions. The task is: Predict the reaction yield, written as a fraction of the theoretical maximum amount of product (1.0 means a 100% yield; for example, 0.34 means a 34% yield). (1) The reactants are [C:1](#[N:5])[CH2:2][C:3]#[N:4].CC(O)=O.N[C:11]1[CH:16]=[CH:15][CH:14]=[CH:13][C:12]=1[OH:17]. The catalyst is C(O)C. The product is [O:17]1[C:12]2[CH:13]=[CH:14][CH:15]=[CH:16][C:11]=2[N:4]=[C:3]1[CH2:2][C:1]#[N:5]. The yield is 0.310. (2) The reactants are [C:1]([C:3]([C:6]1[CH:7]=[C:8]([CH:42]=[CH:43][CH:44]=1)[C:9]([NH:11][C:12]1[CH:13]=[CH:14][C:15]([CH3:41])=[C:16]([NH:18][C:19]2[C:28]3[C:23](=[CH:24][C:25]([O:29][CH2:30][CH2:31][CH2:32][NH:33]C(=O)OC(C)(C)C)=[CH:26][CH:27]=3)[N:22]=[CH:21][N:20]=2)[CH:17]=1)=[O:10])([CH3:5])[CH3:4])#[N:2].[ClH:45]. The catalyst is O1CCOCC1. The product is [ClH:45].[NH2:33][CH2:32][CH2:31][CH2:30][O:29][C:25]1[CH:24]=[C:23]2[C:28]([C:19]([NH:18][C:16]3[CH:17]=[C:12]([NH:11][C:9](=[O:10])[C:8]4[CH:42]=[CH:43][CH:44]=[C:6]([C:3]([C:1]#[N:2])([CH3:5])[CH3:4])[CH:7]=4)[CH:13]=[CH:14][C:15]=3[CH3:41])=[N:20][CH:21]=[N:22]2)=[CH:27][CH:26]=1. The yield is 0.910. (3) The reactants are ClC1C=CC(S(N[C@@H]2CCCC[C@H]2CO)(=O)=O)=CC=1.C(=O)([O-])[O-].[Cs+].[Cs+].BrCC1C=CC(C2OC=CN=2)=CC=1.[Cl:39][C:40]1[CH:45]=[CH:44][C:43]([S:46]([N:49]([CH2:58][C:59]2[CH:64]=[CH:63][C:62]([C:65]3[O:66][CH:67]=[CH:68][N:69]=3)=[C:61](F)[C:60]=2F)[C@@H:50]2[CH2:55][CH2:54][CH2:53][CH2:52][C@H:51]2[CH2:56][OH:57])(=[O:48])=[O:47])=[CH:42][CH:41]=1. No catalyst specified. The product is [Cl:39][C:40]1[CH:45]=[CH:44][C:43]([S:46]([N:49]([C@@H:50]2[CH2:55][CH2:54][CH2:53][CH2:52][C@H:51]2[CH2:56][OH:57])[CH2:58][C:59]2[CH:60]=[CH:61][C:62]([C:65]3[O:66][CH:67]=[CH:68][N:69]=3)=[CH:63][CH:64]=2)(=[O:48])=[O:47])=[CH:42][CH:41]=1. The yield is 0.130. (4) The reactants are [C:1]([O:5][C:6]([N:8]([CH3:10])[NH2:9])=[O:7])([CH3:4])([CH3:3])[CH3:2].[F:11][C:12]1[C:17]([F:18])=[CH:16][CH:15]=[CH:14][C:13]=1B(O)O.C(N(CC)CC)C. The catalyst is ClCCCl.C([O-])(=O)C.[Cu+2].C([O-])(=O)C. The product is [C:1]([O:5][C:6]([N:8]([CH3:10])[NH:9][C:16]1[CH:15]=[CH:14][CH:13]=[C:12]([F:11])[C:17]=1[F:18])=[O:7])([CH3:4])([CH3:3])[CH3:2]. The yield is 0.390. (5) The reactants are [NH:1]1[CH:5]=[CH:4][N:3]=[CH:2]1.Cl.[CH2:7]([N:14]([CH2:16][CH2:17]Cl)[CH3:15])[C:8]1[CH:13]=[CH:12][CH:11]=[CH:10][CH:9]=1.C([O-])(O)=O.[Na+]. No catalyst specified. The product is [CH2:7]([N:14]([CH2:16][CH2:17][N:1]1[CH:5]=[CH:4][N:3]=[CH:2]1)[CH3:15])[C:8]1[CH:13]=[CH:12][CH:11]=[CH:10][CH:9]=1. The yield is 0.300. (6) The reactants are Cl[C:2]1[N:3]=[C:4]([OH:12])[C:5]2[CH:11]=[CH:10][N:9]=[CH:8][C:6]=2[N:7]=1.[CH3:13][O:14][Na]. The catalyst is CO. The product is [CH3:13][O:14][C:2]1[N:3]=[C:4]([OH:12])[C:5]2[CH:11]=[CH:10][N:9]=[CH:8][C:6]=2[N:7]=1. The yield is 0.260. (7) The reactants are [O:1]1[C:5]2[CH:6]=[CH:7][CH:8]=[CH:9][C:4]=2[C:3]([C:10]2[C:11](=[O:34])[NH:12][C:13](=[O:33])[C:14]=2[C:15]2[C:23]3[C:18](=[CH:19][CH:20]=[C:21]([O:24]CC4C=CC=CC=4)[CH:22]=3)[N:17]([CH3:32])[CH:16]=2)=[CH:2]1.B(Br)(Br)Br. The catalyst is ClCCl. The product is [O:1]1[C:5]2[CH:6]=[CH:7][CH:8]=[CH:9][C:4]=2[C:3]([C:10]2[C:11](=[O:34])[NH:12][C:13](=[O:33])[C:14]=2[C:15]2[C:23]3[C:18](=[CH:19][CH:20]=[C:21]([OH:24])[CH:22]=3)[N:17]([CH3:32])[CH:16]=2)=[CH:2]1. The yield is 0.680.